From a dataset of CYP2C9 inhibition data for predicting drug metabolism from PubChem BioAssay. Regression/Classification. Given a drug SMILES string, predict its absorption, distribution, metabolism, or excretion properties. Task type varies by dataset: regression for continuous measurements (e.g., permeability, clearance, half-life) or binary classification for categorical outcomes (e.g., BBB penetration, CYP inhibition). Dataset: cyp2c9_veith. (1) The compound is FC(F)(F)c1cccc(Oc2nc(-c3ccccc3)nnc2C(F)(F)F)c1. The result is 1 (inhibitor). (2) The molecule is CN1CCN(c2ncc3nc(-c4ccc(Cl)cc4)c(=O)n(Cc4ccc(F)cc4)c3n2)CC1. The result is 0 (non-inhibitor). (3) The compound is O=C(Nc1cccc(F)c1)N1CCCC2(CCN(C(=O)c3csnn3)CC2)C1. The result is 0 (non-inhibitor). (4) The drug is C[C@@H](Cc1ccc(OCC(=O)[O-])cc1)NC[C@H](O)c1cccc(Cl)c1.[Na+]. The result is 0 (non-inhibitor).